From a dataset of Catalyst prediction with 721,799 reactions and 888 catalyst types from USPTO. Predict which catalyst facilitates the given reaction. The catalyst class is: 812. Product: [F:32][C:26]1[CH:27]=[CH:28][CH:29]=[C:30]([F:31])[C:25]=1[NH:24][C:22](=[O:23])[C:21]1[CH:33]=[C:17]([C:9]2[N:10]=[C:11]3[CH:16]=[CH:15][CH:14]=[CH:13][N:12]3[C:8]=2[C:6]2[CH:5]=[CH:4][N:3]=[C:2]([NH:40][C:39]3[CH:41]=[CH:42][C:43]([N:45]4[CH2:50][CH2:49][N:48]([CH2:51][CH2:52][S:53]([CH3:56])(=[O:55])=[O:54])[CH2:47][CH2:46]4)=[CH:44][C:38]=3[O:37][CH3:36])[N:7]=2)[CH:18]=[CH:19][C:20]=1[O:34][CH3:35]. Reactant: Cl[C:2]1[N:7]=[C:6]([C:8]2[N:12]3[CH:13]=[CH:14][CH:15]=[CH:16][C:11]3=[N:10][C:9]=2[C:17]2[CH:18]=[CH:19][C:20]([O:34][CH3:35])=[C:21]([CH:33]=2)[C:22]([NH:24][C:25]2[C:30]([F:31])=[CH:29][CH:28]=[CH:27][C:26]=2[F:32])=[O:23])[CH:5]=[CH:4][N:3]=1.[CH3:36][O:37][C:38]1[CH:44]=[C:43]([N:45]2[CH2:50][CH2:49][N:48]([CH2:51][CH2:52][S:53]([CH3:56])(=[O:55])=[O:54])[CH2:47][CH2:46]2)[CH:42]=[CH:41][C:39]=1[NH2:40].C1(C)C=CC(S(O)(=O)=O)=CC=1.C[O-].[Na+].